This data is from Peptide-MHC class I binding affinity with 185,985 pairs from IEDB/IMGT. The task is: Regression. Given a peptide amino acid sequence and an MHC pseudo amino acid sequence, predict their binding affinity value. This is MHC class I binding data. (1) The peptide sequence is AEFWDVFLS. The MHC is HLA-A31:01 with pseudo-sequence HLA-A31:01. The binding affinity (normalized) is 0.0847. (2) The peptide sequence is FLAPLPIHTA. The MHC is HLA-A68:01 with pseudo-sequence HLA-A68:01. The binding affinity (normalized) is 0.0316. (3) The peptide sequence is TQSPVSVGF. The MHC is HLA-A24:03 with pseudo-sequence HLA-A24:03. The binding affinity (normalized) is 0.565. (4) The peptide sequence is QEEVQQELY. The MHC is HLA-A30:02 with pseudo-sequence HLA-A30:02. The binding affinity (normalized) is 0. (5) The peptide sequence is VGNVYVKF. The MHC is HLA-B40:01 with pseudo-sequence HLA-B40:01. The binding affinity (normalized) is 0.0911. (6) The peptide sequence is GLLIVKTVL. The MHC is HLA-A02:02 with pseudo-sequence HLA-A02:02. The binding affinity (normalized) is 0.227. (7) The peptide sequence is KPALKSEEKTP. The MHC is H-2-Kd with pseudo-sequence H-2-Kd. The binding affinity (normalized) is 0. (8) The peptide sequence is FVAQRTLRV. The MHC is HLA-A02:01 with pseudo-sequence HLA-A02:01. The binding affinity (normalized) is 0.357. (9) The peptide sequence is FLSHNFTLV. The MHC is HLA-A30:02 with pseudo-sequence HLA-A30:02. The binding affinity (normalized) is 0. (10) The peptide sequence is TEMAEAEY. The MHC is Mamu-A11 with pseudo-sequence Mamu-A11. The binding affinity (normalized) is 0.00393.